Dataset: Forward reaction prediction with 1.9M reactions from USPTO patents (1976-2016). Task: Predict the product of the given reaction. (1) Given the reactants O.[CH3:2][N:3]([CH3:23])[C@H:4]1[CH2:9][CH2:8][CH2:7][N:6]([C:10]2[CH:15]=[CH:14][C:13]([C:16]([F:19])([F:18])[F:17])=[CH:12][C:11]=2[N+:20]([O-])=O)[CH2:5]1, predict the reaction product. The product is: [NH2:20][C:11]1[CH:12]=[C:13]([C:16]([F:17])([F:18])[F:19])[CH:14]=[CH:15][C:10]=1[N:6]1[CH2:7][CH2:8][CH2:9][C@H:4]([N:3]([CH3:23])[CH3:2])[CH2:5]1. (2) Given the reactants [C:1]([CH:3]1[CH2:8][CH2:7][N:6]([C:9]([NH:11][C:12]2[CH:17]=[C:16]([CH3:18])[CH:15]=[CH:14][C:13]=2[CH3:19])=[O:10])[CH2:5][CH2:4]1)#[N:2].O.[SH-:21].[Na+].Cl.C(NCC)C, predict the reaction product. The product is: [NH2:2][C:1](=[S:21])[CH:3]1[CH2:8][CH2:7][N:6]([C:9]([NH:11][C:12]2[CH:17]=[C:16]([CH3:18])[CH:15]=[CH:14][C:13]=2[CH3:19])=[O:10])[CH2:5][CH2:4]1. (3) Given the reactants [CH3:1][C:2]1([CH3:35])[C:11]2[CH:10]=[C:9]([C:12]([C:14]3[CH:15]=[C:16]4[C:21](=[CH:22][CH:23]=3)[CH:20]=[C:19]([C:24]([O:26]C)=[O:25])[CH:18]=[CH:17]4)=[O:13])[CH:8]=[CH:7][C:6]=2[C:5]([C:28]2[CH:33]=[CH:32][C:31]([CH3:34])=[CH:30][CH:29]=2)=[CH:4][CH2:3]1.O.[OH-].[Li+], predict the reaction product. The product is: [CH3:1][C:2]1([CH3:35])[C:11]2[CH:10]=[C:9]([C:12]([C:14]3[CH:15]=[C:16]4[C:21](=[CH:22][CH:23]=3)[CH:20]=[C:19]([C:24]([OH:26])=[O:25])[CH:18]=[CH:17]4)=[O:13])[CH:8]=[CH:7][C:6]=2[C:5]([C:28]2[CH:29]=[CH:30][C:31]([CH3:34])=[CH:32][CH:33]=2)=[CH:4][CH2:3]1. (4) The product is: [Cl:51][C:48]1[CH:47]=[CH:46][C:45]([C@@H:10]2[CH2:9][NH:8][CH2:12][C@H:11]2[C:13]([N:15]2[C@H:16]([C:36]([N:38]3[CH2:39][CH2:40][N:41]([CH3:44])[CH2:42][CH2:43]3)=[O:37])[CH2:17][C@H:18]([N:20]([CH:28]3[CH2:33][CH2:32][C:31]([CH3:35])([CH3:34])[CH2:30][CH2:29]3)[C:21]([C@@H:23]3[CH2:27][CH2:26][CH2:25][O:24]3)=[O:22])[CH2:19]2)=[O:14])=[CH:50][CH:49]=1. Given the reactants C([N:8]1[CH2:12][C@@H:11]([C:13]([N:15]2[CH2:19][C@@H:18]([N:20]([CH:28]3[CH2:33][CH2:32][C:31]([CH3:35])([CH3:34])[CH2:30][CH2:29]3)[C:21]([C@@H:23]3[CH2:27][CH2:26][CH2:25][O:24]3)=[O:22])[CH2:17][C@H:16]2[C:36]([N:38]2[CH2:43][CH2:42][N:41]([CH3:44])[CH2:40][CH2:39]2)=[O:37])=[O:14])[C@H:10]([C:45]2[CH:50]=[CH:49][C:48]([Cl:51])=[CH:47][CH:46]=2)[CH2:9]1)(OC(C)(C)C)=O.Cl, predict the reaction product. (5) Given the reactants C([O:3][C:4](=[O:44])[CH2:5][CH2:6][C:7]1[CH:42]=[CH:41][C:10]([O:11][CH2:12][C:13]2[CH:18]=[CH:17][C:16]([CH2:19][N:20]3[CH2:25][CH2:24][C:23]4([C:33]5[C:28](=[CH:29][CH:30]=[CH:31][CH:32]=5)[N:27]([C:34]([O:36][C:37]([CH3:40])([CH3:39])[CH3:38])=[O:35])[CH2:26]4)[CH2:22][CH2:21]3)=[CH:15][CH:14]=2)=[CH:9][C:8]=1[F:43])C.[OH-].[K+], predict the reaction product. The product is: [C:37]([O:36][C:34]([N:27]1[C:28]2[C:33](=[CH:32][CH:31]=[CH:30][CH:29]=2)[C:23]2([CH2:22][CH2:21][N:20]([CH2:19][C:16]3[CH:15]=[CH:14][C:13]([CH2:12][O:11][C:10]4[CH:41]=[CH:42][C:7]([CH2:6][CH2:5][C:4]([OH:44])=[O:3])=[C:8]([F:43])[CH:9]=4)=[CH:18][CH:17]=3)[CH2:25][CH2:24]2)[CH2:26]1)=[O:35])([CH3:40])([CH3:38])[CH3:39]. (6) Given the reactants [H-].[Na+].[CH2:3]([OH:7])[C:4]#[C:5][CH3:6].Cl[C:9]1[N:14]=[CH:13][N:12]=[C:11]([N:15]2[C@H:20]([CH3:21])[CH2:19][CH2:18][CH2:17][C@@H:16]2[CH3:22])[C:10]=1[F:23].[Cl-].[NH4+], predict the reaction product. The product is: [CH2:3]([O:7][C:9]1[C:10]([F:23])=[C:11]([N:15]2[C@H:20]([CH3:21])[CH2:19][CH2:18][CH2:17][C@@H:16]2[CH3:22])[N:12]=[CH:13][N:14]=1)[C:4]#[C:5][CH3:6]. (7) The product is: [NH2:36][C:35]1[CH:34]=[CH:33][C:32]([C:37]2[CH:42]=[CH:41][C:40]([NH:43][C:47]3[CH:55]=[CH:54][CH:53]=[CH:52][C:48]=3[C:49]([O:51][CH3:1])=[O:50])=[C:39]([O:44][CH3:45])[CH:38]=2)=[CH:31][C:30]=1[O:29][CH3:28]. Given the reactants [CH2:1]1CCC(N2CCN(C(C3C=CC=CC=3)CC3C=CC=CC=3)CC2)CCC1.[CH3:28][O:29][C:30]1[CH:31]=[C:32]([C:37]2[CH:42]=[CH:41][C:40]([NH2:43])=[C:39]([O:44][CH3:45])[CH:38]=2)[CH:33]=[CH:34][C:35]=1[NH2:36].I[C:47]1[CH:55]=[CH:54][CH:53]=[CH:52][C:48]=1[C:49]([OH:51])=[O:50].C([O-])([O-])=O.[Cs+].[Cs+], predict the reaction product. (8) Given the reactants C[O:2][C:3](=[O:38])[CH:4]([N:16]1[CH2:21][CH2:20][N:19]([C:22](=[O:33])[CH:23]([NH2:32])[CH2:24][C:25]2[CH:30]=[CH:29][C:28]([F:31])=[CH:27][CH:26]=2)[CH:18]([CH2:34][CH:35]=[CH2:36])[C:17]1=[O:37])[CH2:5][C:6]1[CH:15]=[CH:14][C:13]2[C:8](=[CH:9][CH:10]=[CH:11][CH:12]=2)[CH:7]=1.CO.[Li+].[OH-].Cl, predict the reaction product. The product is: [CH2:34]([C@@H:18]1[N:19]([C:22](=[O:33])[C@H:23]([NH2:32])[CH2:24][C:25]2[CH:30]=[CH:29][C:28]([F:31])=[CH:27][CH:26]=2)[CH2:20][CH2:21][N:16]([C@@H:4]([CH2:5][C:6]2[CH:15]=[CH:14][C:13]3[C:8](=[CH:9][CH:10]=[CH:11][CH:12]=3)[CH:7]=2)[C:3]([OH:38])=[O:2])[C:17]1=[O:37])[CH:35]=[CH2:36].